From a dataset of Catalyst prediction with 721,799 reactions and 888 catalyst types from USPTO. Predict which catalyst facilitates the given reaction. Reactant: Br[CH2:2][C:3]1[C:10]([CH2:11]Br)=[CH:9][CH:8]=[CH:7][C:4]=1[C:5]#[N:6].[CH2:13]([NH2:20])[C:14]1[CH:19]=[CH:18][CH:17]=[CH:16][CH:15]=1.C(=O)([O-])[O-].[Na+].[Na+]. Product: [C:14]1([CH2:13][N:20]2[CH2:2][C:3]3[C:4]([C:5]#[N:6])=[CH:7][CH:8]=[CH:9][C:10]=3[CH2:11]2)[CH:19]=[CH:18][CH:17]=[CH:16][CH:15]=1. The catalyst class is: 10.